From a dataset of Reaction yield outcomes from USPTO patents with 853,638 reactions. Predict the reaction yield, written as a fraction of the theoretical maximum amount of product (1.0 means a 100% yield; for example, 0.34 means a 34% yield). (1) The reactants are [Br:1][C:2]1[C:3]([O:11][C:12]2[CH:17]=[CH:16][C:15]([F:18])=[CH:14][C:13]=2[F:19])=[N:4][CH:5]=[C:6]([CH2:8]SC)[CH:7]=1.O[O:21][S:22]([O-:24])=O.[K+].[CH3:26]O. The catalyst is O. The product is [Br:1][C:2]1[C:3]([O:11][C:12]2[CH:17]=[CH:16][C:15]([F:18])=[CH:14][C:13]=2[F:19])=[N:4][CH:5]=[C:6]([CH2:8][S:22]([CH3:26])(=[O:24])=[O:21])[CH:7]=1. The yield is 0.600. (2) The catalyst is C(O)C. The product is [CH2:17]([O:19][C:20]1[CH:21]=[C:22]([CH:23]2[C:8]([C:9]3[CH:14]=[CH:13][C:12]([CH3:15])=[CH:11][CH:10]=3)=[C:7]([C:1]3[CH:6]=[CH:5][CH:4]=[CH:3][CH:2]=3)[NH:35][C:33](=[O:34])[NH:32]2)[CH:25]=[C:26]([N+:29]([O-:31])=[O:30])[C:27]=1[OH:28])[CH3:18]. The reactants are [C:1]1([C:7](=O)[CH2:8][C:9]2[CH:14]=[CH:13][C:12]([CH3:15])=[CH:11][CH:10]=2)[CH:6]=[CH:5][CH:4]=[CH:3][CH:2]=1.[CH2:17]([O:19][C:20]1[CH:21]=[C:22]([CH:25]=[C:26]([N+:29]([O-:31])=[O:30])[C:27]=1[OH:28])[CH:23]=O)[CH3:18].[NH2:32][C:33]([NH2:35])=[O:34].Cl. The yield is 0.149. (3) The reactants are [F:1][C:2]1[CH:3]=[C:4]([NH2:18])[CH:5]=[CH:6][C:7]=1[O:8][C:9]1[C:10]2[N:11]([CH:15]=[CH:16][CH:17]=2)[N:12]=[CH:13][CH:14]=1.[CH3:19][N:20]1[C:24]([CH3:25])=[C:23]([C:26](O)=[O:27])[C:22](=[O:29])[N:21]1[C:30]1[CH:35]=[CH:34][CH:33]=[CH:32][CH:31]=1.CN(C(ON1N=NC2C=CC=NC1=2)=[N+](C)C)C.F[P-](F)(F)(F)(F)F.C(N(CC)CC)C. The catalyst is CN(C)C=O. The product is [F:1][C:2]1[CH:3]=[C:4]([NH:18][C:26]([C:23]2[C:22](=[O:29])[N:21]([C:30]3[CH:31]=[CH:32][CH:33]=[CH:34][CH:35]=3)[N:20]([CH3:19])[C:24]=2[CH3:25])=[O:27])[CH:5]=[CH:6][C:7]=1[O:8][C:9]1[C:10]2[N:11]([CH:15]=[CH:16][CH:17]=2)[N:12]=[CH:13][CH:14]=1. The yield is 0.250. (4) The reactants are C(N(C(C)C)CC)(C)C.[NH2:10][C:11]1[CH:12]=[C:13]([N:25]([CH3:35])[S:26]([C:29]2[CH:34]=[CH:33][CH:32]=[CH:31][CH:30]=2)(=[O:28])=[O:27])[CH:14]=[CH:15][C:16]=1[NH:17][CH2:18][CH:19]1[CH2:24][CH2:23][O:22][CH2:21][CH2:20]1.[F:36][C:37]([F:42])([CH3:41])[C:38](O)=O.CN(C(ON1N=NC2C=CC=NC1=2)=[N+](C)C)C.F[P-](F)(F)(F)(F)F. The catalyst is CN(C=O)C. The product is [F:36][C:37]([C:41]1[N:17]([CH2:18][CH:19]2[CH2:24][CH2:23][O:22][CH2:21][CH2:20]2)[C:16]2[CH:15]=[CH:14][C:13]([N:25]([CH3:35])[S:26]([C:29]3[CH:34]=[CH:33][CH:32]=[CH:31][CH:30]=3)(=[O:28])=[O:27])=[CH:12][C:11]=2[N:10]=1)([F:42])[CH3:38]. The yield is 0.790. (5) The reactants are [OH:1][C:2]1[C:3]([N+:8]([O-:10])=[O:9])=[N:4][CH:5]=[CH:6][CH:7]=1.C[O-].[Na+].[Br:14]Br. The catalyst is CO. The product is [Br:14][C:5]1[CH:6]=[CH:7][C:2]([OH:1])=[C:3]([N+:8]([O-:10])=[O:9])[N:4]=1. The yield is 0.960. (6) The reactants are C1(C[O:5][C:6](=[O:33])[CH:7]([C:12]2[CH:17]=[C:16]([O:18][CH2:19][CH:20]3[CH2:22][CH2:21]3)[C:15]([C:23]3[CH:24]=[CH:25][C:26]4[C:27]([CH:31]=3)=[N:28][O:29][N:30]=4)=[C:14]([Cl:32])[CH:13]=2)[CH2:8][CH:9]([CH3:11])[CH3:10])CC1.[OH-].[K+]. The catalyst is CCO.O. The product is [N:30]1[O:29][N:28]=[C:27]2[CH:31]=[C:23]([C:15]3[C:16]([O:18][CH2:19][CH:20]4[CH2:22][CH2:21]4)=[CH:17][C:12]([CH:7]([CH2:8][CH:9]([CH3:10])[CH3:11])[C:6]([OH:33])=[O:5])=[CH:13][C:14]=3[Cl:32])[CH:24]=[CH:25][C:26]=12. The yield is 0.700. (7) The reactants are [CH2:1]([CH:3]1[CH2:7][CH:6]([C:8](OC)=[O:9])[CH2:5][CH:4]1[C:12]([O:14][C:15]([CH3:18])([CH3:17])[CH3:16])=[O:13])[CH3:2].[H-].[H-].[H-].[H-].[Li+].[Al+3]. The catalyst is CCOCC. The product is [CH2:1]([CH:3]1[CH2:7][CH:6]([CH2:8][OH:9])[CH2:5][CH:4]1[C:12]([O:14][C:15]([CH3:16])([CH3:18])[CH3:17])=[O:13])[CH3:2]. The yield is 0.290. (8) The reactants are [Br:1][C:2]1[CH:11]=[CH:10][C:5]([C:6]([O:8]C)=[O:7])=[CH:4][C:3]=1[C:12]([F:15])([F:14])[CH3:13].[OH-].[Na+]. The catalyst is CO.O. The product is [Br:1][C:2]1[CH:11]=[CH:10][C:5]([C:6]([OH:8])=[O:7])=[CH:4][C:3]=1[C:12]([F:14])([F:15])[CH3:13]. The yield is 0.936. (9) The reactants are CO[C:3](=[O:12])[C:4]1[CH:9]=[CH:8][CH:7]=[CH:6][C:5]=1[CH2:10]Br.[C:13]1([S:19][C:20]2[CH:27]=[CH:26][C:23]([CH2:24][NH2:25])=[CH:22][CH:21]=2)[CH:18]=[CH:17][CH:16]=[CH:15][CH:14]=1.C([O-])([O-])=O.[K+].[K+].C(OCC)(=O)C. The catalyst is C1(C)C=CC=CC=1.CCCCCC. The yield is 0.530. The product is [C:13]1([S:19][C:20]2[CH:27]=[CH:26][C:23]([CH2:24][N:25]3[CH2:10][C:5]4[C:4](=[CH:9][CH:8]=[CH:7][CH:6]=4)[C:3]3=[O:12])=[CH:22][CH:21]=2)[CH:14]=[CH:15][CH:16]=[CH:17][CH:18]=1.